This data is from Catalyst prediction with 721,799 reactions and 888 catalyst types from USPTO. The task is: Predict which catalyst facilitates the given reaction. (1) Reactant: C([O-])([O-])=O.[K+].[K+].CC1CCCO1.[CH2:13]([NH:16][C:17]([C@@H:19]1[C:23]([CH3:25])([CH3:24])[S:22][CH2:21][N:20]1[C:26](=[O:51])[C@@H:27]([OH:50])[C@@H:28]([NH:36][C:37]([C:39]1[C:40]([CH3:49])=[C:41]([O:45]C(=O)C)[CH:42]=[CH:43][CH:44]=1)=[O:38])[CH2:29][C:30]1[CH:35]=[CH:34][CH:33]=[CH:32][CH:31]=1)=[O:18])[CH:14]=[CH2:15]. Product: [CH2:13]([NH:16][C:17]([C@@H:19]1[C:23]([CH3:25])([CH3:24])[S:22][CH2:21][N:20]1[C:26](=[O:51])[C@@H:27]([OH:50])[C@@H:28]([NH:36][C:37](=[O:38])[C:39]1[CH:44]=[CH:43][CH:42]=[C:41]([OH:45])[C:40]=1[CH3:49])[CH2:29][C:30]1[CH:35]=[CH:34][CH:33]=[CH:32][CH:31]=1)=[O:18])[CH:14]=[CH2:15]. The catalyst class is: 5. (2) Reactant: [C:1]([CH2:4][CH2:5][CH2:6][N:7]([CH3:67])[C@H:8]([C:12]([NH:14][C@H:15]([C:19]([N:21]([C@@H:23]([C@@H:63]([CH3:66])[CH2:64][CH3:65])[C@H:24]([O:61][CH3:62])[CH2:25][C:26]([N:28]1[CH2:32][CH2:31][CH2:30][C@H:29]1[C@H:33]([O:59][CH3:60])[C@@H:34]([CH3:58])[C:35](=[O:57])[NH:36][C@H:37](/[CH:45]=[CH:46]/[C:47]1[CH:52]=[CH:51][C:50]([S:53]([OH:56])(=[O:55])=[O:54])=[CH:49][CH:48]=1)[CH2:38][C:39]1[CH:44]=[CH:43][CH:42]=[CH:41][CH:40]=1)=[O:27])[CH3:22])=[O:20])[CH:16]([CH3:18])[CH3:17])=[O:13])[CH:9]([CH3:11])[CH3:10])([OH:3])=[O:2].O[N:69]1[C:73](=[O:74])[CH2:72][CH2:71][C:70]1=[O:75].CCN=C=NCCCN(C)C. Product: [O:75]=[C:70]1[CH2:71][CH2:72][C:73](=[O:74])[N:69]1[O:2][C:1](=[O:3])[CH2:4][CH2:5][CH2:6][N:7]([CH3:67])[C@H:8]([C:12]([NH:14][C@H:15]([C:19]([N:21]([C@@H:23]([C@@H:63]([CH3:66])[CH2:64][CH3:65])[C@H:24]([O:61][CH3:62])[CH2:25][C:26]([N:28]1[CH2:32][CH2:31][CH2:30][C@H:29]1[C@H:33]([O:59][CH3:60])[C@@H:34]([CH3:58])[C:35](=[O:57])[NH:36][C@H:37](/[CH:45]=[CH:46]/[C:47]1[CH:48]=[CH:49][C:50]([S:53]([OH:56])(=[O:55])=[O:54])=[CH:51][CH:52]=1)[CH2:38][C:39]1[CH:40]=[CH:41][CH:42]=[CH:43][CH:44]=1)=[O:27])[CH3:22])=[O:20])[CH:16]([CH3:18])[CH3:17])=[O:13])[CH:9]([CH3:11])[CH3:10]. The catalyst class is: 239. (3) Reactant: [F:1][C:2]1[CH:10]=[CH:9][C:5]([C:6]([OH:8])=O)=[CH:4][CH:3]=1.CN(C(ON1N=NC2C=CC=NC1=2)=[N+](C)C)C.F[P-](F)(F)(F)(F)F.C(N(C(C)C)C(C)C)C.[NH2:44][C:45]1[S:46][C:47]2[C:53]([N:54]([CH3:58])[C:55](=[O:57])[CH3:56])=[CH:52][CH:51]=[C:50]([O:59][CH3:60])[C:48]=2[N:49]=1. Product: [C:55]([N:54]([CH3:58])[C:53]1[C:47]2[S:46][C:45]([NH:44][C:6](=[O:8])[C:5]3[CH:4]=[CH:3][C:2]([F:1])=[CH:10][CH:9]=3)=[N:49][C:48]=2[C:50]([O:59][CH3:60])=[CH:51][CH:52]=1)(=[O:57])[CH3:56]. The catalyst class is: 1. (4) Reactant: [Cl:1][C:2]1[CH:3]=[C:4]([N:9]2[C:13](=[O:14])[CH2:12][C:11]([CH:15]([CH3:17])[CH3:16])=[N:10]2)[CH:5]=[C:6]([Cl:8])[CH:7]=1.[OH:18][C:19]1[C:26]([OH:27])=[CH:25][CH:24]=[CH:23][C:20]=1[CH:21]=O.C([O-])(=O)C.[NH4+]. Product: [OH:18][C:19]1[C:26]([OH:27])=[CH:25][CH:24]=[CH:23][C:20]=1[CH:21]=[C:12]1[C:13](=[O:14])[N:9]([C:4]2[CH:5]=[C:6]([Cl:8])[CH:7]=[C:2]([Cl:1])[CH:3]=2)[N:10]=[C:11]1[CH:15]([CH3:17])[CH3:16]. The catalyst class is: 8. (5) Product: [CH2:23]([O:22][C:5]1[C:4]2[C:9](=[CH:10][CH:11]=[C:2]([F:1])[CH:3]=2)[C:8](=[O:12])[N:7]([CH2:13][CH:14]([CH3:16])[CH3:15])[C:6]=1[C:17]([O:19][CH2:20][CH3:21])=[O:18])[CH2:24][CH2:25][CH3:26]. The catalyst class is: 7. Reactant: [F:1][C:2]1[CH:3]=[C:4]2[C:9](=[CH:10][CH:11]=1)[C:8](=[O:12])[N:7]([CH2:13][CH:14]([CH3:16])[CH3:15])[C:6]([C:17]([O:19][CH2:20][CH3:21])=[O:18])=[C:5]2[OH:22].[CH2:23](O)[CH2:24][CH2:25][CH3:26].C(P(CCCC)CCCC)CCC.N(C(N1CCCCC1)=O)=NC(N1CCCCC1)=O. (6) Reactant: C(NC(C)C)(C)C.C([Li])CCC.[Cl:13][C:14]1[N:22]=[C:21]([Cl:23])[C:20]([F:24])=[CH:19][C:15]=1[C:16]([OH:18])=[O:17].CN([CH:28]=[O:29])C.Cl. Product: [Cl:13][C:14]1[C:15]2[C:16](=[O:18])[O:17][CH:28]([OH:29])[C:19]=2[C:20]([F:24])=[C:21]([Cl:23])[N:22]=1. The catalyst class is: 1.